Dataset: Forward reaction prediction with 1.9M reactions from USPTO patents (1976-2016). Task: Predict the product of the given reaction. (1) Given the reactants Cl[CH2:2][Si:3]([O:10][CH2:11][CH3:12])([O:7][CH2:8][CH3:9])[O:4][CH2:5][CH3:6].[C:13]([O-:18])(=[O:17])[C:14]([CH3:16])=[CH2:15].[K+], predict the reaction product. The product is: [C:13]([O:18][CH2:2][Si:3]([O:10][CH2:11][CH3:12])([O:7][CH2:8][CH3:9])[O:4][CH2:5][CH3:6])(=[O:17])[C:14]([CH3:16])=[CH2:15]. (2) Given the reactants [C:1]([O:5][C:6](=[O:61])[CH2:7][N:8]([CH2:53][C:54](=[O:60])[O:55][C:56]([CH3:59])([CH3:58])[CH3:57])[C:9](=[O:52])[CH2:10][N:11]1[CH:15]=[CH:14][N:13]=[C:12]1[CH2:16][N:17]([CH2:26][C:27]1[N:28]([CH2:32][C:33](=[O:51])[N:34]([CH2:43][C:44](=[O:50])[O:45][C:46]([CH3:49])([CH3:48])[CH3:47])[CH2:35][C:36](=[O:42])[O:37][C:38]([CH3:41])([CH3:40])[CH3:39])[CH:29]=[CH:30][N:31]=1)[CH2:18][CH2:19][CH2:20][CH2:21][CH2:22][C:23]([OH:25])=[O:24])([CH3:4])([CH3:3])[CH3:2].[NH:62]1CCCCC1, predict the reaction product. The product is: [NH2:62][C@@H:22]([CH2:21][CH2:20][CH2:19][CH2:18][N:17]([CH2:26][C:27]1[N:28]([CH2:32][C:33]([N:34]([CH2:43][C:44]([O:45][C:46]([CH3:47])([CH3:48])[CH3:49])=[O:50])[CH2:35][C:36](=[O:42])[O:37][C:38]([CH3:39])([CH3:40])[CH3:41])=[O:51])[CH:29]=[CH:30][N:31]=1)[CH2:16][C:12]1[N:11]([CH2:10][C:9](=[O:52])[N:8]([CH2:7][C:6](=[O:61])[O:5][C:1]([CH3:2])([CH3:3])[CH3:4])[CH2:53][C:54](=[O:60])[O:55][C:56]([CH3:59])([CH3:58])[CH3:57])[CH:15]=[CH:14][N:13]=1)[C:23]([OH:25])=[O:24]. (3) Given the reactants [Li+].[OH-].[C:3]([C:7]1[CH:11]=[C:10]([C:12]([O:14]CC)=[O:13])[N:9]([CH:17]([CH3:19])[CH3:18])[N:8]=1)([CH3:6])([CH3:5])[CH3:4], predict the reaction product. The product is: [C:3]([C:7]1[CH:11]=[C:10]([C:12]([OH:14])=[O:13])[N:9]([CH:17]([CH3:19])[CH3:18])[N:8]=1)([CH3:6])([CH3:4])[CH3:5]. (4) Given the reactants [NH2:1][C:2]1[C:3]2[N:10]=[C:9](Br)[N:8]([C@@H:12]3[O:18][C@H:17]([CH2:19][OH:20])[C@@H:15]([OH:16])[C@H:13]3[OH:14])[C:4]=2[N:5]=[N:6][N:7]=1.[CH:21]1C=CC(P(C2C=CC=CC=2)C2C=CC=CC=2)=CC=1.C[Al](C)C, predict the reaction product. The product is: [NH2:1][C:2]1[C:3]2[N:10]=[C:9]([CH3:21])[N:8]([C@@H:12]3[O:18][C@H:17]([CH2:19][OH:20])[C@@H:15]([OH:16])[C@H:13]3[OH:14])[C:4]=2[N:5]=[N:6][N:7]=1. (5) The product is: [Cl:1][C:2]1[CH:3]=[CH:4][C:5]([O:41][CH3:42])=[C:6]([CH:40]=1)[CH2:7][C:8]1([F:39])[C:14](=[O:15])[N:13]([C:16]([NH:18][CH:19]([C:22]2[CH:23]=[C:24]([CH:35]=[CH:36][CH:37]=2)[C:25]([OH:27])=[O:26])[CH2:20][CH3:21])=[O:17])[CH2:12][C:11](=[O:38])[NH:10][CH2:9]1. Given the reactants [Cl:1][C:2]1[CH:3]=[CH:4][C:5]([O:41][CH3:42])=[C:6]([CH:40]=1)[CH2:7][C:8]1([F:39])[C:14](=[O:15])[N:13]([C:16]([NH:18][CH:19]([C:22]2[CH:23]=[C:24]([CH:35]=[CH:36][CH:37]=2)[C:25]([O:27]CC2C=CC=CC=2)=[O:26])[CH2:20][CH3:21])=[O:17])[CH2:12][C:11](=[O:38])[NH:10][CH2:9]1, predict the reaction product. (6) The product is: [ClH:26].[CH3:25][N:23]1[N:22]=[N:21][C:20]([C:17]2[CH:16]=[CH:15][C:14]([N:11]3[CH2:12][CH2:13][NH:8][CH2:9][CH2:10]3)=[CH:19][CH:18]=2)=[N:24]1. Given the reactants C(OC([N:8]1[CH2:13][CH2:12][N:11]([C:14]2[CH:19]=[CH:18][C:17]([C:20]3[N:21]=[N:22][N:23]([CH3:25])[N:24]=3)=[CH:16][CH:15]=2)[CH2:10][CH2:9]1)=O)(C)(C)C.[ClH:26], predict the reaction product. (7) Given the reactants [O:1]=[CH:2][C@@H:3]([C@H:5]([C@H:7]([C@@H:9]([CH2:11][OH:12])[OH:10])[OH:8])[OH:6])[OH:4].[N+:13]([CH3:16])([O-:15])=[O:14].[CH3:17][OH:18], predict the reaction product. The product is: [O:1]=[CH:2][C@@H:3]([C@@H:5]([C@H:7]([C@H:9]([C@@H:11]([CH2:17][OH:18])[OH:12])[OH:10])[OH:8])[OH:6])[OH:4].[N+:13]([CH2:16][C@@H:2]([C@@H:3]([C@H:5]([C@H:7]([C@@H:9]([CH2:11][OH:12])[OH:10])[OH:8])[OH:6])[OH:4])[OH:1])([O-:15])=[O:14]. (8) Given the reactants [CH2:1]([C:3]1[C:4]([C:9]([O:11]CC)=[O:10])=[N:5][N:6]([CH3:8])[CH:7]=1)[CH3:2].[OH-].[Na+], predict the reaction product. The product is: [CH2:1]([C:3]1[C:4]([C:9]([OH:11])=[O:10])=[N:5][N:6]([CH3:8])[CH:7]=1)[CH3:2]. (9) Given the reactants [Cl:1][C:2]1[CH:7]=[CH:6][C:5]([CH:8]2[C@H:13]([O:14][CH2:15][C:16]3[CH:21]=[CH:20][CH:19]=[CH:18][CH:17]=3)[C@@H:12]([O:22][CH2:23][C:24]3[CH:29]=[CH:28][CH:27]=[CH:26][CH:25]=3)[C@H:11]([O:30][CH2:31][C:32]3[CH:37]=[CH:36][CH:35]=[CH:34][CH:33]=3)[C@@H:10]([CH2:38][O:39][CH2:40][C:41]3[CH:46]=[CH:45][CH:44]=[CH:43][CH:42]=3)[O:9]2)=[CH:4][C:3]=1[CH2:47][OH:48].[C:49](Cl)(=[O:56])[C:50]1[CH:55]=[CH:54][CH:53]=[CH:52][CH:51]=1, predict the reaction product. The product is: [C:49]([O:48][CH2:47][C:3]1[CH:4]=[C:5]([C@H:8]2[C@H:13]([O:14][CH2:15][C:16]3[CH:17]=[CH:18][CH:19]=[CH:20][CH:21]=3)[C@@H:12]([O:22][CH2:23][C:24]3[CH:29]=[CH:28][CH:27]=[CH:26][CH:25]=3)[C@H:11]([O:30][CH2:31][C:32]3[CH:33]=[CH:34][CH:35]=[CH:36][CH:37]=3)[C@@H:10]([CH2:38][O:39][CH2:40][C:41]3[CH:42]=[CH:43][CH:44]=[CH:45][CH:46]=3)[O:9]2)[CH:6]=[CH:7][C:2]=1[Cl:1])(=[O:56])[C:50]1[CH:55]=[CH:54][CH:53]=[CH:52][CH:51]=1. (10) Given the reactants N#N.C(OC([NH:10][C@H:11]([CH2:19][C:20]1[CH:25]=[CH:24][C:23]([CH2:26][F:27])=[CH:22][CH:21]=1)[C:12]([O:14]C(C)(C)C)=[O:13])=O)(C)(C)C.C(O)(C(F)(F)F)=O, predict the reaction product. The product is: [NH2:10][C@H:11]([CH2:19][C:20]1[CH:21]=[CH:22][C:23]([CH2:26][F:27])=[CH:24][CH:25]=1)[C:12]([OH:14])=[O:13].